From a dataset of Full USPTO retrosynthesis dataset with 1.9M reactions from patents (1976-2016). Predict the reactants needed to synthesize the given product. (1) The reactants are: [CH3:1][C:2]1[S:3][C:4]([CH3:31])=[CH:5][C:6]=1[C:7]1[N:8]=[C:9]2[CH:14]=[CH:13][C:12]([N:15]3[CH2:20][CH2:19][N:18](C=O)[CH2:17][CH2:16]3)=[N:11][N:10]2[C:23]=1[C:24]1[CH:29]=[CH:28][N:27]=[C:26]([CH3:30])[CH:25]=1.N. Given the product [CH3:1][C:2]1[S:3][C:4]([CH3:31])=[CH:5][C:6]=1[C:7]1[N:8]=[C:9]2[CH:14]=[CH:13][C:12]([N:15]3[CH2:20][CH2:19][NH:18][CH2:17][CH2:16]3)=[N:11][N:10]2[C:23]=1[C:24]1[CH:29]=[CH:28][N:27]=[C:26]([CH3:30])[CH:25]=1, predict the reactants needed to synthesize it. (2) Given the product [NH2:24][C@@H:19]1[CH2:18][CH2:17][C@@H:16]([C:10]2[CH:11]=[CH:12][CH:13]=[C:14]([F:15])[C:9]=2[F:8])[CH2:22][NH:21][C:20]1=[O:23], predict the reactants needed to synthesize it. The reactants are: FC(F)(F)C(O)=O.[F:8][C:9]1[C:14]([F:15])=[CH:13][CH:12]=[CH:11][C:10]=1[C@H:16]1[CH2:22][NH:21][C:20](=[O:23])[C@H:19]([NH:24]C(=O)OC(C)(C)C)[CH2:18][CH2:17]1. (3) Given the product [C:27]([N:31]1[CH2:36][CH2:35][N:34]([C:22]([C:21]2[CH:25]=[CH:26][C:18]([C:15]3[N:16]=[CH:17][C:12]4[N:13]([C:9]([C:6]5[CH:5]=[CH:4][C:3]([C:1]#[N:2])=[CH:8][CH:7]=5)=[CH:10][N:11]=4)[CH:14]=3)=[CH:19][CH:20]=2)=[O:23])[CH2:33][CH2:32]1)([CH3:30])([CH3:29])[CH3:28], predict the reactants needed to synthesize it. The reactants are: [C:1]([C:3]1[CH:8]=[CH:7][C:6]([C:9]2[N:13]3[CH:14]=[C:15]([C:18]4[CH:26]=[CH:25][C:21]([C:22](O)=[O:23])=[CH:20][CH:19]=4)[N:16]=[CH:17][C:12]3=[N:11][CH:10]=2)=[CH:5][CH:4]=1)#[N:2].[C:27]([N:31]1[CH2:36][CH2:35][NH:34][CH2:33][CH2:32]1)([CH3:30])([CH3:29])[CH3:28]. (4) Given the product [CH2:26]([O:25][CH2:24][C@H:23]([CH:33]([CH3:35])[CH3:34])[CH2:22][C@H:8]1[C:7]([O:10][CH2:11][CH3:12])=[N:6][C@H:5]([CH:13]([CH3:15])[CH3:14])[C:4]([O:3][CH2:1][CH3:2])=[N:9]1)[C:27]1[CH:32]=[CH:31][CH:30]=[CH:29][CH:28]=1, predict the reactants needed to synthesize it. The reactants are: [CH2:1]([O:3][C:4]1[C@@H:5]([CH:13]([CH3:15])[CH3:14])[N:6]=[C:7]([O:10][CH2:11][CH3:12])[CH2:8][N:9]=1)[CH3:2].[Li]CCCC.Br[CH2:22][C@@H:23]([CH:33]([CH3:35])[CH3:34])[CH2:24][O:25][CH2:26][C:27]1[CH:32]=[CH:31][CH:30]=[CH:29][CH:28]=1. (5) Given the product [CH3:1][O:2][C:3]1[CH:4]=[C:5]2[C:10](=[CH:11][C:12]=1[O:13][CH3:14])[N:9]=[CH:8][CH:7]=[C:6]2[O:15][C:16]1[CH:22]=[CH:21][C:19]([NH:20][C:40](=[O:42])[O:59][CH:57]([C:56]2[CH:60]=[CH:61][C:53]([O:52][CH3:51])=[CH:54][CH:55]=2)[CH3:58])=[C:18]([CH3:23])[C:17]=1[CH3:24], predict the reactants needed to synthesize it. The reactants are: [CH3:1][O:2][C:3]1[CH:4]=[C:5]2[C:10](=[CH:11][C:12]=1[O:13][CH3:14])[N:9]=[CH:8][CH:7]=[C:6]2[O:15][C:16]1[CH:22]=[CH:21][C:19]([NH2:20])=[C:18]([CH3:23])[C:17]=1[CH3:24].C1(C)C=CC=CC=1.C(N(CC)CC)C.Cl[C:40](Cl)([O:42]C(=O)OC(Cl)(Cl)Cl)Cl.[CH3:51][O:52][C:53]1[CH:61]=[CH:60][C:56]([CH:57]([OH:59])[CH3:58])=[CH:55][CH:54]=1. (6) Given the product [OH:35][CH2:34][CH2:33][NH:32][C:29](=[O:30])[CH2:28][CH2:27][NH:26][C:24]([C:23]1[CH:22]=[N:21][N:5]2[C:6]([CH3:20])=[C:7]([CH2:8][C:9]3[CH:14]=[CH:13][CH:12]=[C:11]([O:15][C:16]([F:18])([F:19])[F:17])[CH:10]=3)[C:2]([CH3:1])=[N:3][C:4]=12)=[O:25], predict the reactants needed to synthesize it. The reactants are: [CH3:1][C:2]1[C:7]([CH2:8][C:9]2[CH:14]=[CH:13][CH:12]=[C:11]([O:15][C:16]([F:19])([F:18])[F:17])[CH:10]=2)=[C:6]([CH3:20])[N:5]2[N:21]=[CH:22][C:23]([C:24]([NH:26][CH2:27][CH2:28][C:29](O)=[O:30])=[O:25])=[C:4]2[N:3]=1.[NH2:32][CH2:33][CH2:34][OH:35]. (7) Given the product [CH:6]1([CH:4]([OH:5])[C:3]([OH:13])=[O:12])[CH2:11][CH2:10][CH2:9][CH2:8][CH2:7]1, predict the reactants needed to synthesize it. The reactants are: CO.[C:3]([OH:13])(=[O:12])[CH:4]([C:6]1[CH:11]=[CH:10][CH:9]=[CH:8][CH:7]=1)[OH:5].